Task: Predict the product of the given reaction.. Dataset: Forward reaction prediction with 1.9M reactions from USPTO patents (1976-2016) Given the reactants C([O:8][C:9]1[CH:14]=[CH:13][C:12](/[CH:15]=[CH:16]/[C:17]([O:19][CH2:20][CH3:21])=[O:18])=[C:11]([O:22][CH:23]([CH3:25])[CH3:24])[CH:10]=1)C1C=CC=CC=1.[H][H], predict the reaction product. The product is: [OH:8][C:9]1[CH:14]=[CH:13][C:12]([CH2:15][CH2:16][C:17]([O:19][CH2:20][CH3:21])=[O:18])=[C:11]([O:22][CH:23]([CH3:24])[CH3:25])[CH:10]=1.